Dataset: Forward reaction prediction with 1.9M reactions from USPTO patents (1976-2016). Task: Predict the product of the given reaction. (1) The product is: [CH3:1][O:2][C:3](=[O:13])[C:4]1[CH:9]=[C:8]([CH:10]=[O:11])[CH:7]=[C:6]([Cl:12])[CH:5]=1. Given the reactants [CH3:1][O:2][C:3](=[O:13])[C:4]1[CH:9]=[C:8]([CH2:10][OH:11])[CH:7]=[C:6]([Cl:12])[CH:5]=1, predict the reaction product. (2) Given the reactants [CH3:1][N:2]1[CH:6]=[C:5](B2OC(C)(C)C(C)(C)O2)[CH:4]=[N:3]1.Cl[C:17]1[CH:22]=[C:21]([O:23][C:24]2[C:25]([CH3:34])=[N:26][C:27]([N+:31]([O-:33])=[O:32])=[CH:28][C:29]=2[CH3:30])[CH:20]=[CH:19][N:18]=1.C([O-])([O-])=O.[K+].[K+], predict the reaction product. The product is: [CH3:34][C:25]1[C:24]([O:23][C:21]2[CH:22]=[CH:17][N:18]=[C:19]([C:5]3[CH:4]=[N:3][N:2]([CH3:1])[CH:6]=3)[CH:20]=2)=[C:29]([CH3:30])[CH:28]=[C:27]([N+:31]([O-:33])=[O:32])[N:26]=1. (3) Given the reactants C([S@]([NH:7][C@H:8]1[CH2:14][CH2:13][CH2:12][N:11]([C:15]([O:17][CH2:18][C:19]2[CH:24]=[CH:23][CH:22]=[CH:21][CH:20]=2)=[O:16])[CH2:10][CH2:9]1)=O)(C)(C)C.Cl.O1CCOCC1, predict the reaction product. The product is: [NH2:7][C@H:8]1[CH2:14][CH2:13][CH2:12][N:11]([C:15]([O:17][CH2:18][C:19]2[CH:24]=[CH:23][CH:22]=[CH:21][CH:20]=2)=[O:16])[CH2:10][CH2:9]1. (4) The product is: [CH:49]1([O:48][C:45]2[CH:44]=[CH:43][C:42]([NH:41][C:21]([NH:22][CH:23]3[CH2:24][CH2:25][N:26]([C:2]4[C:11]5[C:6](=[CH:7][C:8]([O:14][CH3:15])=[C:9]([O:12][CH3:13])[CH:10]=5)[N:5]=[CH:4][N:3]=4)[CH2:27][CH2:28]3)=[O:29])=[CH:47][CH:46]=2)[CH2:53][CH2:52][CH2:51][CH2:50]1. Given the reactants Cl[C:2]1[C:11]2[C:6](=[CH:7][C:8]([O:14][CH3:15])=[C:9]([O:12][CH3:13])[CH:10]=2)[N:5]=[CH:4][N:3]=1.C(O[C:21](=[O:29])[NH:22][CH:23]1[CH2:28][CH2:27][NH:26][CH2:25][CH2:24]1)(C)(C)C.[N+](C1C=CC(OC(=O)[NH:41][C:42]2[CH:47]=[CH:46][C:45]([O:48][CH:49]3[CH2:53][CH2:52][CH2:51][CH2:50]3)=[CH:44][CH:43]=2)=CC=1)([O-])=O, predict the reaction product. (5) Given the reactants [CH3:1][C:2]([C:12]1[C:20]2[O:19][CH2:18][CH2:17][C:16]=2[CH:15]=[CH:14][CH:13]=1)([CH3:11])[CH2:3][C:4]1([C:7]([F:10])([F:9])[F:8])[CH2:6][O:5]1.[NH:21]1[C:29]2[CH2:28][CH2:27][CH2:26][C:25](=[O:30])[C:24]=2[CH:23]=[CH:22]1.[O-]CC.[Na+].C(=O)(O)[O-].[Na+], predict the reaction product. The product is: [O:19]1[C:20]2[C:12]([C:2]([CH3:1])([CH3:11])[CH2:3][C:4]([OH:5])([C:7]([F:8])([F:10])[F:9])[CH2:6][N:21]3[C:29]4[CH2:28][CH2:27][CH2:26][C:25](=[O:30])[C:24]=4[CH:23]=[CH:22]3)=[CH:13][CH:14]=[CH:15][C:16]=2[CH2:17][CH2:18]1. (6) Given the reactants [OH2:1].Cl[C:3]1[CH:24]=[CH:23][C:6]2[O:7][C@@H:8]([CH2:11][N:12]3C(=O)C4C(=CC=CC=4)[C:13]3=O)CO[C:5]=2[CH:4]=1.NN.[ClH:27], predict the reaction product. The product is: [Cl:27][C:24]1[CH:3]=[CH:4][C:5]2[O:1][C@H:11]([NH:12][CH3:13])[CH2:8][O:7][C:6]=2[CH:23]=1. (7) Given the reactants [C:1]([O:5][C:6](=[O:20])[NH:7][C:8]1[CH:9]=[CH:10][C:11]([N:14]2[CH2:19][CH2:18][CH2:17][CH2:16][CH2:15]2)=[N:12][CH:13]=1)([CH3:4])([CH3:3])[CH3:2].C(OC(=O)NC1C=NC(C2C=CC=CC=2)=CC=1[I:34])(C)(C)C, predict the reaction product. The product is: [C:1]([O:5][C:6](=[O:20])[NH:7][C:8]1[C:9]([I:34])=[CH:10][C:11]([N:14]2[CH2:15][CH2:16][CH2:17][CH2:18][CH2:19]2)=[N:12][CH:13]=1)([CH3:4])([CH3:2])[CH3:3]. (8) Given the reactants [F:1][C:2]1[CH:3]=[C:4]2[C:9](=[CH:10][C:11]=1F)[N:8]([CH2:13][C:14]1[CH:19]=[CH:18][C:17]([C:20]([F:23])([F:22])[F:21])=[CH:16][CH:15]=1)[CH:7]=[C:6]([C:24]1[N:28]=[C:27]([C:29]([C:32]3[CH:37]=[CH:36][C:35]([F:38])=[CH:34][CH:33]=3)([CH3:31])[CH3:30])[O:26][N:25]=1)[C:5]2=[O:39].[CH3:40][O:41][CH2:42][CH2:43][OH:44], predict the reaction product. The product is: [F:1][C:2]1[CH:3]=[C:4]2[C:9](=[CH:10][C:11]=1[O:44][CH2:43][CH2:42][O:41][CH3:40])[N:8]([CH2:13][C:14]1[CH:15]=[CH:16][C:17]([C:20]([F:23])([F:21])[F:22])=[CH:18][CH:19]=1)[CH:7]=[C:6]([C:24]1[N:28]=[C:27]([C:29]([C:32]3[CH:33]=[CH:34][C:35]([F:38])=[CH:36][CH:37]=3)([CH3:31])[CH3:30])[O:26][N:25]=1)[C:5]2=[O:39].